Dataset: Full USPTO retrosynthesis dataset with 1.9M reactions from patents (1976-2016). Task: Predict the reactants needed to synthesize the given product. Given the product [Cl:43][C:44]1[S:48][C:47]([S:49]([NH:52][C:19]([CH:17]2[CH2:16][N:15]([C:4]3[C:3]([C:1]#[N:2])=[CH:8][C:7]([C:9]([O:11][CH2:12][CH3:13])=[O:10])=[C:6]([CH3:14])[N:5]=3)[CH2:18]2)=[O:21])(=[O:51])=[O:50])=[CH:46][CH:45]=1, predict the reactants needed to synthesize it. The reactants are: [C:1]([C:3]1[C:4]([N:15]2[CH2:18][CH:17]([C:19]([OH:21])=O)[CH2:16]2)=[N:5][C:6]([CH3:14])=[C:7]([C:9]([O:11][CH2:12][CH3:13])=[O:10])[CH:8]=1)#[N:2].CCN=C=NCCCN(C)C.C1C=CC2N(O)N=NC=2C=1.[Cl:43][C:44]1[S:48][C:47]([S:49]([NH2:52])(=[O:51])=[O:50])=[CH:46][CH:45]=1.CCN(C(C)C)C(C)C.